From a dataset of NCI-60 drug combinations with 297,098 pairs across 59 cell lines. Regression. Given two drug SMILES strings and cell line genomic features, predict the synergy score measuring deviation from expected non-interaction effect. (1) Drug 1: C1CCC(CC1)NC(=O)N(CCCl)N=O. Drug 2: CC1C(C(CC(O1)OC2CC(CC3=C2C(=C4C(=C3O)C(=O)C5=C(C4=O)C(=CC=C5)OC)O)(C(=O)CO)O)N)O.Cl. Cell line: 786-0. Synergy scores: CSS=40.7, Synergy_ZIP=0.627, Synergy_Bliss=0.0298, Synergy_Loewe=-12.6, Synergy_HSA=1.32. (2) Drug 1: C1=NC(=NC(=O)N1C2C(C(C(O2)CO)O)O)N. Drug 2: C1=NNC2=C1C(=O)NC=N2. Cell line: BT-549. Synergy scores: CSS=31.7, Synergy_ZIP=-10.7, Synergy_Bliss=-3.50, Synergy_Loewe=-13.6, Synergy_HSA=-1.61. (3) Drug 1: CCCCC(=O)OCC(=O)C1(CC(C2=C(C1)C(=C3C(=C2O)C(=O)C4=C(C3=O)C=CC=C4OC)O)OC5CC(C(C(O5)C)O)NC(=O)C(F)(F)F)O. Drug 2: CC1C(C(CC(O1)OC2CC(CC3=C2C(=C4C(=C3O)C(=O)C5=CC=CC=C5C4=O)O)(C(=O)C)O)N)O. Cell line: MDA-MB-435. Synergy scores: CSS=51.9, Synergy_ZIP=-0.755, Synergy_Bliss=-0.184, Synergy_Loewe=-8.68, Synergy_HSA=-0.652.